From a dataset of Full USPTO retrosynthesis dataset with 1.9M reactions from patents (1976-2016). Predict the reactants needed to synthesize the given product. Given the product [Cl:29][C:30]1[CH:35]=[CH:34][C:33]([CH3:36])=[C:32]([NH:37][C:38]([N:26]2[CH2:25][CH2:24][CH:23]([C:20]3[S:21][CH:22]=[C:18]([C:16](=[O:17])[CH2:15][CH:9]4[CH2:10][CH2:11][CH2:12][CH2:13][CH2:14]4)[N:19]=3)[CH2:28][CH2:27]2)=[O:39])[CH:31]=1, predict the reactants needed to synthesize it. The reactants are: C(N(CC)CC)C.[Cl-].[CH:9]1([CH2:15][C:16]([C:18]2[N:19]=[C:20]([CH:23]3[CH2:28][CH2:27][NH2+:26][CH2:25][CH2:24]3)[S:21][CH:22]=2)=[O:17])[CH2:14][CH2:13][CH2:12][CH2:11][CH2:10]1.[Cl:29][C:30]1[CH:35]=[CH:34][C:33]([CH3:36])=[C:32]([N:37]=[C:38]=[O:39])[CH:31]=1.N12CCCN=C1CCCCC2.